The task is: Regression. Given two drug SMILES strings and cell line genomic features, predict the synergy score measuring deviation from expected non-interaction effect.. This data is from NCI-60 drug combinations with 297,098 pairs across 59 cell lines. Drug 1: CS(=O)(=O)C1=CC(=C(C=C1)C(=O)NC2=CC(=C(C=C2)Cl)C3=CC=CC=N3)Cl. Drug 2: C1=CN(C=N1)CC(O)(P(=O)(O)O)P(=O)(O)O. Cell line: A498. Synergy scores: CSS=9.21, Synergy_ZIP=-1.28, Synergy_Bliss=6.97, Synergy_Loewe=6.15, Synergy_HSA=6.35.